From a dataset of HIV replication inhibition screening data with 41,000+ compounds from the AIDS Antiviral Screen. Binary Classification. Given a drug SMILES string, predict its activity (active/inactive) in a high-throughput screening assay against a specified biological target. (1) The drug is COC(=O)c1cc(C(=O)c2cc(Br)c(OC)c(C(=O)OC)c2)cc(Br)c1OC. The result is 0 (inactive). (2) The drug is CC1OC2CC(=O)OC2C2=C1C(=O)c1c(O)cccc1C2=O. The result is 0 (inactive). (3) The compound is CSC(Nc1ccccc1)=C1C(=O)N(c2ccccc2)N=C1C. The result is 0 (inactive).